From a dataset of Forward reaction prediction with 1.9M reactions from USPTO patents (1976-2016). Predict the product of the given reaction. (1) Given the reactants [CH3:1][O:2][C:3]1[CH:4]=[C:5]([CH:8]=[CH:9][CH:10]=1)[CH2:6][NH2:7].[NH2:11][C:12]1[N:20]=[C:19]([CH3:21])[CH:18]=[CH:17][C:13]=1[C:14](O)=[O:15].ON1C2C=CC=CC=2N=N1.CCN=C=NCCCN(C)C, predict the reaction product. The product is: [CH3:1][O:2][C:3]1[CH:4]=[C:5]([CH2:6][NH:7][C:14](=[O:15])[C:13]2[CH:17]=[CH:18][C:19]([CH3:21])=[N:20][C:12]=2[NH2:11])[CH:8]=[CH:9][CH:10]=1. (2) The product is: [OH:46][C:45]1[CH:53]=[CH:54][C:42]([CH2:41][N:40]([CH2:15][C:16]2[CH:24]=[CH:23][C:19]([C:20]([NH:11][CH2:10][C:9]3[CH:12]=[CH:13][C:6]([CH2:1][CH2:2][CH2:3][CH2:4][CH3:5])=[CH:7][CH:8]=3)=[O:21])=[CH:18][CH:17]=2)[C:33](=[O:34])[CH2:32][O:25][C:26]2[CH:31]=[CH:30][CH:29]=[CH:28][CH:27]=2)=[CH:43][C:44]=1[C:49]([OH:50])=[O:48]. Given the reactants [CH2:1]([C:6]1[CH:13]=[CH:12][C:9]([CH2:10][NH2:11])=[CH:8][CH:7]=1)[CH2:2][CH2:3][CH2:4][CH3:5].Cl[CH2:15][C:16]1[CH:24]=[CH:23][C:19]([C:20](Cl)=[O:21])=[CH:18][CH:17]=1.[O:25]([CH2:32][C:33](Cl)=[O:34])[C:26]1[CH:31]=[CH:30][CH:29]=[CH:28][CH:27]=1.C(O)(=O)C.[NH2:40][CH2:41][C:42]1[CH:54]=[CH:53][C:45]2[O:46]C(C)(C)[O:48][C:49](=[O:50])[C:44]=2[CH:43]=1, predict the reaction product. (3) Given the reactants Cl.O1CCOCC1.C(OC([N:15]1[CH2:19][CH2:18][CH:17]([C:20]2[CH:25]=[C:24]([Cl:26])[CH:23]=[C:22]([Cl:27])[CH:21]=2)[CH2:16]1)=O)(C)(C)C, predict the reaction product. The product is: [Cl:27][C:22]1[CH:21]=[C:20]([CH:17]2[CH2:18][CH2:19][NH:15][CH2:16]2)[CH:25]=[C:24]([Cl:26])[CH:23]=1. (4) Given the reactants C(OC1CCN([C:11]2[CH:16]=[CH:15][C:14]([B:17]3[O:21][C:20]([CH3:23])([CH3:22])[C:19]([CH3:25])([CH3:24])[O:18]3)=[CH:13][CH:12]=2)CC1)(=O)C.BrC1C=CC([O:31][CH:32]2[CH2:37][CH2:36][N:35]([CH3:38])[CH2:34][CH2:33]2)=CC=1, predict the reaction product. The product is: [CH3:38][N:35]1[CH2:36][CH2:37][CH:32]([O:31][C:11]2[CH:12]=[CH:13][C:14]([B:17]3[O:18][C:19]([CH3:24])([CH3:25])[C:20]([CH3:22])([CH3:23])[O:21]3)=[CH:15][CH:16]=2)[CH2:33][CH2:34]1.